Dataset: Catalyst prediction with 721,799 reactions and 888 catalyst types from USPTO. Task: Predict which catalyst facilitates the given reaction. (1) Reactant: [NH2:1][C:2]1[CH:7]=[CH:6][CH:5]=[CH:4][C:3]=1[SH:8].Br[CH2:10][CH2:11]Br.C([O-])([O-])=O.[K+].[K+].O. Product: [S:8]1[CH2:11][CH2:10][NH:1][C:2]2[CH:7]=[CH:6][CH:5]=[CH:4][C:3]1=2. The catalyst class is: 1. (2) Reactant: C(O[C:4](=[O:15])[C:5]([N:10]1[CH:14]=[CH:13][N:12]=[CH:11]1)=[CH:6][N:7](C)C)C.[CH3:16][C:17]([CH3:29])([CH3:28])[CH2:18][O:19][C:20]1[CH:21]=[CH:22][C:23]([NH:26]N)=[N:24][CH:25]=1.O.C1(C)C=CC(S(O)(=O)=O)=CC=1. Product: [CH3:16][C:17]([CH3:29])([CH3:28])[CH2:18][O:19][C:20]1[CH:21]=[CH:22][C:23]([N:26]2[C:4](=[O:15])[C:5]([N:10]3[CH:14]=[CH:13][N:12]=[CH:11]3)=[CH:6][NH:7]2)=[N:24][CH:25]=1. The catalyst class is: 8.